This data is from NCI-60 drug combinations with 297,098 pairs across 59 cell lines. The task is: Regression. Given two drug SMILES strings and cell line genomic features, predict the synergy score measuring deviation from expected non-interaction effect. (1) Drug 1: CC1=C2C(C(=O)C3(C(CC4C(C3C(C(C2(C)C)(CC1OC(=O)C(C(C5=CC=CC=C5)NC(=O)C6=CC=CC=C6)O)O)OC(=O)C7=CC=CC=C7)(CO4)OC(=O)C)O)C)OC(=O)C. Drug 2: CS(=O)(=O)CCNCC1=CC=C(O1)C2=CC3=C(C=C2)N=CN=C3NC4=CC(=C(C=C4)OCC5=CC(=CC=C5)F)Cl. Cell line: SN12C. Synergy scores: CSS=30.1, Synergy_ZIP=8.40, Synergy_Bliss=9.71, Synergy_Loewe=5.14, Synergy_HSA=9.65. (2) Drug 1: CCN(CC)CCNC(=O)C1=C(NC(=C1C)C=C2C3=C(C=CC(=C3)F)NC2=O)C. Drug 2: CNC(=O)C1=NC=CC(=C1)OC2=CC=C(C=C2)NC(=O)NC3=CC(=C(C=C3)Cl)C(F)(F)F. Cell line: SN12C. Synergy scores: CSS=1.77, Synergy_ZIP=0.458, Synergy_Bliss=-1.14, Synergy_Loewe=-10.1, Synergy_HSA=-5.13. (3) Drug 1: CC1=C(C(CCC1)(C)C)C=CC(=CC=CC(=CC(=O)O)C)C. Drug 2: CCC1=C2CN3C(=CC4=C(C3=O)COC(=O)C4(CC)O)C2=NC5=C1C=C(C=C5)O. Cell line: KM12. Synergy scores: CSS=19.6, Synergy_ZIP=-3.67, Synergy_Bliss=-2.08, Synergy_Loewe=-13.1, Synergy_HSA=-2.50. (4) Synergy scores: CSS=-1.32, Synergy_ZIP=-1.07, Synergy_Bliss=-2.59, Synergy_Loewe=-3.50, Synergy_HSA=-3.50. Cell line: NCI-H460. Drug 2: C1=CC=C(C(=C1)C(C2=CC=C(C=C2)Cl)C(Cl)Cl)Cl. Drug 1: CCC(=C(C1=CC=CC=C1)C2=CC=C(C=C2)OCCN(C)C)C3=CC=CC=C3.C(C(=O)O)C(CC(=O)O)(C(=O)O)O. (5) Drug 1: CC1=CC=C(C=C1)C2=CC(=NN2C3=CC=C(C=C3)S(=O)(=O)N)C(F)(F)F. Drug 2: CCN(CC)CCCC(C)NC1=C2C=C(C=CC2=NC3=C1C=CC(=C3)Cl)OC. Cell line: HCC-2998. Synergy scores: CSS=33.1, Synergy_ZIP=-4.20, Synergy_Bliss=0.348, Synergy_Loewe=-11.2, Synergy_HSA=-0.831. (6) Drug 1: C1C(C(OC1N2C=NC3=C(N=C(N=C32)Cl)N)CO)O. Drug 2: COCCOC1=C(C=C2C(=C1)C(=NC=N2)NC3=CC=CC(=C3)C#C)OCCOC.Cl. Cell line: PC-3. Synergy scores: CSS=19.1, Synergy_ZIP=-1.82, Synergy_Bliss=0.235, Synergy_Loewe=-3.58, Synergy_HSA=1.27.